This data is from Forward reaction prediction with 1.9M reactions from USPTO patents (1976-2016). The task is: Predict the product of the given reaction. (1) Given the reactants [CH3:1][CH:2]1[CH2:5][O:4][CH:3]1CO.[H-].[Na+].[H][H].[Cl-], predict the reaction product. The product is: [CH2:3]([O:4][CH2:5][C:2]1([CH3:1])[CH2:3][O:4][CH2:5]1)[CH:2]=[CH2:1]. (2) The product is: [Br:17][CH2:16][CH2:15][C@H:10]([C:18]([O:20][C:21]([CH3:24])([CH3:23])[CH3:22])=[O:19])[C:11]([O:13][CH3:14])=[O:12]. Given the reactants C(N(CC)CC)C.Br.N[C@@H:10]([CH2:15][CH2:16][Br:17])[C:11]([O:13][CH3:14])=[O:12].[C:18](O[C:18]([O:20][C:21]([CH3:24])([CH3:23])[CH3:22])=[O:19])([O:20][C:21]([CH3:24])([CH3:23])[CH3:22])=[O:19], predict the reaction product. (3) Given the reactants [CH:1]1[C:13]2[N:12]([C:14]3[CH:15]=[C:16]([C:33]4[O:37][C:36]([C:38]5[CH:39]=[C:40]([OH:44])[CH:41]=[CH:42][CH:43]=5)=[N:35][N:34]=4)[CH:17]=[C:18]([N:20]4[C:32]5[CH:31]=[CH:30][CH:29]=[CH:28][C:27]=5[C:26]5[C:21]4=[CH:22][CH:23]=[CH:24][CH:25]=5)[CH:19]=3)[C:11]3[C:6](=[CH:7][CH:8]=[CH:9][CH:10]=3)[C:5]=2[CH:4]=[CH:3][CH:2]=1.[C:45]([O:50][CH2:51][CH2:52]Br)(=[O:49])[C:46]([CH3:48])=[CH2:47].C([O-])([O-])=O.[K+].[K+].O, predict the reaction product. The product is: [C:45]([O:50][CH2:51][CH2:52][O:44][C:40]1[CH:41]=[CH:42][CH:43]=[C:38]([C:36]2[O:37][C:33]([C:16]3[CH:15]=[C:14]([N:12]4[C:11]5[CH:10]=[CH:9][CH:8]=[CH:7][C:6]=5[C:5]5[C:13]4=[CH:1][CH:2]=[CH:3][CH:4]=5)[CH:19]=[C:18]([N:20]4[C:32]5[CH:31]=[CH:30][CH:29]=[CH:28][C:27]=5[C:26]5[C:21]4=[CH:22][CH:23]=[CH:24][CH:25]=5)[CH:17]=3)=[N:34][N:35]=2)[CH:39]=1)(=[O:49])[C:46]([CH3:48])=[CH2:47]. (4) Given the reactants P(Cl)(Cl)(Cl)=O.[Br:6][C:7]1[N:8]([C:17]2[C:26]3[C:21](=[CH:22][CH:23]=[CH:24][CH:25]=3)[C:20]([CH:27]3[CH2:29][CH2:28]3)=[CH:19][CH:18]=2)[C:9]([S:12][CH2:13][C:14]([OH:16])=[O:15])=[N:10][N:11]=1.[OH:30][CH:31]1[O:37][C@H:36]([C@@H:38]([CH2:40][OH:41])[OH:39])[C@H:34](O)[C@H:32]1[OH:33], predict the reaction product. The product is: [Br:6][C:7]1[N:8]([C:17]2[C:26]3[C:21](=[CH:22][CH:23]=[CH:24][CH:25]=3)[C:20]([CH:27]3[CH2:29][CH2:28]3)=[CH:19][CH:18]=2)[C:9]([S:12][CH2:13][C:14]([O:16][CH:34]2[CH:32]([OH:33])[CH:31]([OH:30])[O:37][CH:36]2[CH:38]([OH:39])[CH2:40][OH:41])=[O:15])=[N:10][N:11]=1. (5) Given the reactants C[O:2][C:3]1[CH:4]=[C:5]([C:9]2[CH:10]=[C:11]3[N:16]([CH:17]=2)[CH:15]=[CH:14][CH:13]=[CH:12]3)[CH:6]=[CH:7][CH:8]=1.C([S-])C.[Na+], predict the reaction product. The product is: [OH:2][C:3]1[CH:4]=[C:5]([C:9]2[CH:10]=[C:11]3[N:16]([CH:17]=2)[CH:15]=[CH:14][CH:13]=[CH:12]3)[CH:6]=[CH:7][CH:8]=1.